Task: Predict the reaction yield, written as a fraction of the theoretical maximum amount of product (1.0 means a 100% yield; for example, 0.34 means a 34% yield).. Dataset: Reaction yield outcomes from USPTO patents with 853,638 reactions (1) The reactants are [F:1][C:2]1[CH:3]=[C:4]([C@H:10]2[CH2:14][CH2:13][CH2:12][C@@H:11]2[OH:15])[CH:5]=[C:6]([F:9])[C:7]=1[F:8].CC(OI1(OC(C)=O)(OC(C)=O)OC(=O)C2C=CC=CC1=2)=O. The catalyst is C(Cl)Cl. The product is [F:1][C:2]1[CH:3]=[C:4]([CH:10]2[CH2:14][CH2:13][CH2:12][C:11]2=[O:15])[CH:5]=[C:6]([F:9])[C:7]=1[F:8]. The yield is 0.313. (2) The reactants are [F:1][C:2]1[CH:19]=[C:18]([N+:20]([O-:22])=[O:21])[CH:17]=[CH:16][C:3]=1[O:4][C:5]1[CH:10]=[CH:9][N:8]=[CH:7][C:6]=1/[CH:11]=[CH:12]/[C:13]([OH:15])=O.[CH3:23][C:24]([O:27][C:28]([NH:30][CH:31]1[CH2:36][CH2:35][NH:34][CH2:33][CH2:32]1)=[O:29])([CH3:26])[CH3:25].CCN(C(C)C)C(C)C.CN(C(ON1N=NC2C=CC=CC1=2)=[N+](C)C)C.[B-](F)(F)(F)F. The catalyst is CN(C=O)C.CCOC(C)=O. The product is [F:1][C:2]1[CH:19]=[C:18]([N+:20]([O-:22])=[O:21])[CH:17]=[CH:16][C:3]=1[O:4][C:5]1[CH:10]=[CH:9][N:8]=[CH:7][C:6]=1/[CH:11]=[CH:12]/[C:13]([N:34]1[CH2:33][CH2:32][CH:31]([NH:30][C:28](=[O:29])[O:27][C:24]([CH3:25])([CH3:23])[CH3:26])[CH2:36][CH2:35]1)=[O:15]. The yield is 0.540. (3) The product is [OH:1][CH:2]1[CH2:7][CH2:6][N:5]([C:8]([O:10][C:11]([CH3:12])([CH3:13])[CH3:14])=[O:9])[CH2:4][CH:3]1[C:15]([O:17][CH3:18])=[O:16]. The yield is 0.900. The catalyst is CO. The reactants are [O:1]=[C:2]1[CH2:7][CH2:6][N:5]([C:8]([O:10][C:11]([CH3:14])([CH3:13])[CH3:12])=[O:9])[CH2:4][CH:3]1[C:15]([O:17][CH3:18])=[O:16].[BH4-].[Na+].